From a dataset of Reaction yield outcomes from USPTO patents with 853,638 reactions. Predict the reaction yield, written as a fraction of the theoretical maximum amount of product (1.0 means a 100% yield; for example, 0.34 means a 34% yield). (1) The reactants are [OH:1][CH:2]1[CH2:5][CH:4]([C:6]#[N:7])[CH2:3]1.[H-].[Na+].[CH3:10][O:11][C:12]1[CH:19]=[CH:18][C:15]([CH2:16]Cl)=[CH:14][CH:13]=1. The catalyst is CN(C=O)C.[I-].C([N+](CCCC)(CCCC)CCCC)CCC. The product is [CH3:10][O:11][C:12]1[CH:19]=[CH:18][C:15]([CH2:16][O:1][CH:2]2[CH2:5][CH:4]([C:6]#[N:7])[CH2:3]2)=[CH:14][CH:13]=1. The yield is 0.860. (2) The reactants are [NH2:1][C:2]1[NH:6][N:5]=[C:4]([CH3:7])[C:3]=1[C:8]1[S:9][C:10]2[CH:16]=[C:15]([S:17](Cl)(=[O:19])=[O:18])[CH:14]=[CH:13][C:11]=2[N:12]=1.[N:21]1([CH2:27][CH2:28][NH2:29])[CH2:26][CH2:25][O:24][CH2:23][CH2:22]1.CN1CCOCC1. The catalyst is CO. The product is [N:21]1([CH2:27][CH2:28][NH:29][S:17]([C:15]2[CH:14]=[CH:13][C:11]3[N:12]=[C:8]([C:3]4[C:4]([CH3:7])=[N:5][NH:6][C:2]=4[NH2:1])[S:9][C:10]=3[CH:16]=2)(=[O:19])=[O:18])[CH2:26][CH2:25][O:24][CH2:23][CH2:22]1. The yield is 0.430. (3) The reactants are [CH:1]1[C:10]2[C:5](=[CH:6][CH:7]=[CH:8][CH:9]=2)[CH:4]=[C:3]([NH2:11])[N:2]=1.[Cl:12]N1C(=O)CCC1=O. The catalyst is CO. The product is [Cl:12][C:4]1[C:5]2[C:10](=[CH:9][CH:8]=[CH:7][CH:6]=2)[CH:1]=[N:2][C:3]=1[NH2:11]. The yield is 0.840.